This data is from CYP1A2 inhibition data for predicting drug metabolism from PubChem BioAssay. The task is: Regression/Classification. Given a drug SMILES string, predict its absorption, distribution, metabolism, or excretion properties. Task type varies by dataset: regression for continuous measurements (e.g., permeability, clearance, half-life) or binary classification for categorical outcomes (e.g., BBB penetration, CYP inhibition). Dataset: cyp1a2_veith. (1) The molecule is CCNCC.O=S(=O)(O)c1cc(O)ccc1O. The result is 0 (non-inhibitor). (2) The drug is N#Cc1ccc(CN2CCCC3(CCN(S(=O)(=O)c4ccccc4)CC3)C2)cc1. The result is 0 (non-inhibitor). (3) The compound is CC(C)c1cccc2cc3c(nc12)-c1cccc(=O)n1C3. The result is 1 (inhibitor). (4) The drug is O=c1ccnc(SCc2ccc(Cl)cc2)[nH]1. The result is 0 (non-inhibitor). (5) The drug is Cc1cc(=Nc2ccc3c(c2)c(N)cc(C)[n+]3C)nc(N)n1C. The result is 0 (non-inhibitor). (6) The molecule is COC(=O)c1ccc(NC(=O)N2CCC(O)(c3cccnc3)CC2)cc1. The result is 0 (non-inhibitor).